Dataset: NCI-60 drug combinations with 297,098 pairs across 59 cell lines. Task: Regression. Given two drug SMILES strings and cell line genomic features, predict the synergy score measuring deviation from expected non-interaction effect. (1) Drug 1: CC1=C(C(=CC=C1)Cl)NC(=O)C2=CN=C(S2)NC3=CC(=NC(=N3)C)N4CCN(CC4)CCO. Drug 2: C#CCC(CC1=CN=C2C(=N1)C(=NC(=N2)N)N)C3=CC=C(C=C3)C(=O)NC(CCC(=O)O)C(=O)O. Cell line: EKVX. Synergy scores: CSS=1.26, Synergy_ZIP=-0.894, Synergy_Bliss=-2.02, Synergy_Loewe=0.886, Synergy_HSA=-0.867. (2) Drug 1: C1CCC(CC1)NC(=O)N(CCCl)N=O. Drug 2: C1C(C(OC1N2C=NC3=C(N=C(N=C32)Cl)N)CO)O. Cell line: 786-0. Synergy scores: CSS=12.6, Synergy_ZIP=-7.27, Synergy_Bliss=-5.00, Synergy_Loewe=-5.48, Synergy_HSA=-4.36.